Dataset: Catalyst prediction with 721,799 reactions and 888 catalyst types from USPTO. Task: Predict which catalyst facilitates the given reaction. (1) Reactant: [CH2:1]([N:8]([C:17]([O:19][C:20]([CH3:23])([CH3:22])[CH3:21])=[O:18])[CH2:9][CH2:10][CH2:11]OS(C)(=O)=O)[C:2]1[CH:7]=[CH:6][CH:5]=[CH:4][CH:3]=1.C(=O)([O-])[O-].[K+].[K+].[F:30][C:31]1[CH:44]=[CH:43][C:34]([CH2:35][CH:36]2[CH2:42][NH:41][CH2:40][CH2:39][CH2:38][O:37]2)=[CH:33][CH:32]=1. Product: [C:20]([O:19][C:17](=[O:18])[N:8]([CH2:1][C:2]1[CH:7]=[CH:6][CH:5]=[CH:4][CH:3]=1)[CH2:9][CH2:10][CH2:11][N:41]1[CH2:40][CH2:39][CH2:38][O:37][CH:36]([CH2:35][C:34]2[CH:43]=[CH:44][C:31]([F:30])=[CH:32][CH:33]=2)[CH2:42]1)([CH3:23])([CH3:22])[CH3:21]. The catalyst class is: 18. (2) The catalyst class is: 9. Reactant: Cl.[F:2][C:3]1[CH:14]=[CH:13][C:6]([C:7](N2CCC2)=[O:8])=[CH:5][CH:4]=1.[CH2:15]([N:17]([CH2:20][CH3:21])[CH2:18][CH3:19])C.[C:22]([O:26][C:27](=[O:52])[NH:28][C@H:29]([C:33]([C:46]1[CH:51]=[CH:50][CH:49]=[CH:48][CH:47]=1)([C:40]1[CH:45]=[CH:44][CH:43]=[CH:42][CH:41]=1)[O:34][SiH2:35][C:36]([CH3:39])([CH3:38])[CH3:37])CCI)([CH3:25])([CH3:24])[CH3:23]. Product: [C:22]([O:26][C:27](=[O:52])[NH:28][C@H:29]([C:33]([C:46]1[CH:51]=[CH:50][CH:49]=[CH:48][CH:47]=1)([C:40]1[CH:41]=[CH:42][CH:43]=[CH:44][CH:45]=1)[O:34][SiH2:35][C:36]([CH3:39])([CH3:38])[CH3:37])[CH2:21][CH2:20][N:17]1[CH2:15][CH:19]([C:7](=[O:8])[C:6]2[CH:5]=[CH:4][C:3]([F:2])=[CH:14][CH:13]=2)[CH2:18]1)([CH3:23])([CH3:24])[CH3:25].